Dataset: Full USPTO retrosynthesis dataset with 1.9M reactions from patents (1976-2016). Task: Predict the reactants needed to synthesize the given product. Given the product [Cl:1][C:2]1[C:3]([F:23])=[C:4]([NH:8][C:9]2[C:18]3[C:13](=[CH:14][C:15]([O:21][CH3:22])=[C:16]([CH2:19][NH:27][C:26]([CH3:28])([C:29]([NH2:31])=[O:30])[CH3:25])[CH:17]=3)[N:12]=[CH:11][N:10]=2)[CH:5]=[CH:6][CH:7]=1, predict the reactants needed to synthesize it. The reactants are: [Cl:1][C:2]1[C:3]([F:23])=[C:4]([NH:8][C:9]2[C:18]3[C:13](=[CH:14][C:15]([O:21][CH3:22])=[C:16]([CH2:19]Cl)[CH:17]=3)[N:12]=[CH:11][N:10]=2)[CH:5]=[CH:6][CH:7]=1.Cl.[CH3:25][C:26]([C:29]([NH2:31])=[O:30])([CH3:28])[NH2:27].